From a dataset of Full USPTO retrosynthesis dataset with 1.9M reactions from patents (1976-2016). Predict the reactants needed to synthesize the given product. (1) Given the product [CH3:13][C:14]1([CH3:20])[C:15]([O:19][S:28]([C:31]([F:34])([F:33])[F:32])(=[O:30])=[O:29])=[CH:16][CH2:17][CH2:18]1, predict the reactants needed to synthesize it. The reactants are: C([Li])CCC.C(NC(C)C)(C)C.[CH3:13][C:14]1([CH3:20])[CH2:18][CH2:17][CH2:16][C:15]1=[O:19].C1(N([S:28]([C:31]([F:34])([F:33])[F:32])(=[O:30])=[O:29])[S:28]([C:31]([F:34])([F:33])[F:32])(=[O:30])=[O:29])C=CC=CC=1. (2) Given the product [S:13]1[C:17]2[CH:18]=[CH:19][CH:20]=[CH:21][C:16]=2[N:15]=[C:14]1[NH:22][C@H:23]1[CH2:24][C@H:25]([NH:27][C:2]2[C:7]([NH:8][CH:9]3[CH2:11][CH2:10]3)=[CH:6][C:5]([F:12])=[CH:4][N:3]=2)[CH2:26]1, predict the reactants needed to synthesize it. The reactants are: Cl[C:2]1[C:7]([NH:8][CH:9]2[CH2:11][CH2:10]2)=[CH:6][C:5]([F:12])=[CH:4][N:3]=1.[S:13]1[C:17]2[CH:18]=[CH:19][CH:20]=[CH:21][C:16]=2[N:15]=[C:14]1[NH:22][C@H:23]1[CH2:26][C@H:25]([NH2:27])[CH2:24]1.CC(C)([O-])C.[Na+].